From a dataset of Retrosynthesis with 50K atom-mapped reactions and 10 reaction types from USPTO. Predict the reactants needed to synthesize the given product. (1) Given the product COc1cccc(N=Cc2ccc(O)nc2)c1, predict the reactants needed to synthesize it. The reactants are: COc1cccc(N)c1.O=Cc1ccc(O)nc1. (2) Given the product CCCN1CCC2CC(=O)c3c(C)cc(C)cc3C2C1, predict the reactants needed to synthesize it. The reactants are: CCCBr.Cc1cc(C)c2c(c1)C1CNCCC1CC2=O. (3) Given the product CCCCCCCC/C=C\CCCCCCCCOc1ccc(-c2ccc(C(=O)O)cc2)cc1, predict the reactants needed to synthesize it. The reactants are: CCCCCCCC/C=C\CCCCCCCCOc1ccc(-c2ccc(C(=O)OC)cc2)cc1. (4) Given the product Cc1cc(C(=O)O)[nH]c1C=C1C(=O)Nc2ccc(Cl)cc21, predict the reactants needed to synthesize it. The reactants are: CCOC(=O)c1cc(C)c(C=C2C(=O)Nc3ccc(Cl)cc32)[nH]1. (5) Given the product CC(C)(C)OC(=O)Nc1ccc(Oc2ccc(C(=O)Nc3ccc(C(F)(F)F)cc3)cc2[N+](=O)[O-])cc1, predict the reactants needed to synthesize it. The reactants are: CC(C)(C)OC(=O)Nc1ccc(O)cc1.O=C(Nc1ccc(C(F)(F)F)cc1)c1ccc(F)c([N+](=O)[O-])c1. (6) Given the product O=C(COc1ccc(CCCCNC(=O)OCc2ccccc2)cc1)Nc1ccccc1, predict the reactants needed to synthesize it. The reactants are: Nc1ccccc1.O=C(O)COc1ccc(CCCCNC(=O)OCc2ccccc2)cc1. (7) Given the product CC(C)(C)OC(=O)C1CCN(c2c(F)cncc2Br)CC1, predict the reactants needed to synthesize it. The reactants are: CC(C)(C)OC(=O)C1CCNCC1.Fc1cncc(Br)c1Cl.